This data is from Experimentally validated miRNA-target interactions with 360,000+ pairs, plus equal number of negative samples. The task is: Binary Classification. Given a miRNA mature sequence and a target amino acid sequence, predict their likelihood of interaction. (1) The miRNA is hsa-miR-1-3p with sequence UGGAAUGUAAAGAAGUAUGUAU. The protein sequence of the target gene is MATLRRLREAPRHLLVCEKSNFGNHKSRHRHLVQTHYYNYRVSFLIPECGILSEELKNLVMNTGPYYFVKNLPLHELITPEFISTFIKKGSCYALTYNTHIDEDNTVALLPNGKLILSLDKDTYEETGLQGHPSQFSGRKIMKFIVSIDLMELSLNLDSKKYERISWSFKEKKPLKFDFLLAWHKTGSEESTMMSYFSKYQIQEHQPKVALSTLRDLQCPVLQSSELEGTPEVSCRALELFDWLGAVFSNVDLNNEPNNFISTYCCPEPSTVVAKAYLCTITGFILPEKICLLLEHLCHY.... Result: 1 (interaction). (2) The miRNA is cel-miR-1-3p with sequence UGGAAUGUAAAGAAGUAUGUA. The protein sequence of the target gene is MEHIRTTKVEQVKLLDRFSTNNKSLTGTLYLTATHLLFIDAQQKETWILHHHIASVEKLALTTSGCPLVIQCKNFRIVHFIVPRERDCHDIYNSLLQLSKQAKYEDLYAFSYNPKQNDTERRNGWQLIDLAAEYERMGVPNANWQLSDANREYKVCETYPRELYVPRTASRPVIVGSSNFRSKGRLPVLSYCRQGTEAAICRCSQPLSGFSARCLEDEHLLQAISKANPGNRYMYVVDTRPKLNAIANRAAGKGYENEDNYSNIRFQFVGIENIHVMRSSLQKLLEVNGSKGLSVNDFYS.... Result: 0 (no interaction). (3) The miRNA is hsa-miR-4714-3p with sequence CCAACCUAGGUGGUCAGAGUUG. The protein sequence of the target gene is MSRKQNQKDSSGFIFDLQSNTVLAQGGAFENMKEKINAVRAIVPNKSNNEIILVLQHFDNCVDKTVQAFMEGSASEVLKEWTVTGKKKNKKKKNKPKPAAEPSNGIPDSSKSVSIQEEQSAPSSEKGGMNGYHVNGAINDTESVDSLSEGLETLSIDARELEDPESAMLDTLDRTGSMLQNGVSDFETKSLTMHSIHNSQQPRNAAKSLSRPTTETQFSNMGMEDVPLATSKKLSSNIEKSVKDLQRCTVSLARYRVVVKEEMDASIKKMKQAFAELESCLMDREVALLAEMDKVKAEAM.... Result: 0 (no interaction). (4) The miRNA is hsa-miR-450a-5p with sequence UUUUGCGAUGUGUUCCUAAUAU. The protein sequence of the target gene is MEMGSNSGPGHGPGQAESGGSSTESSSFSGGLMFGQKIYFEDGGGGSGSSSSGGRSNRRVRGGGSGQSGQIPRCQVEGCGMDLTNAKGYYSRHRVCGVHSKTPKVTVAGIEQRFCQQCSRFHQLPEFDLEKRSCRRRLAGHNERRRKPQPASLSVLASRYGRIAPSLYENGDAGMNGSFLGNQEIGWPSSRTLDTRVMRRPVSSPSWQINPMNVFSQGSVGGGGTSFSSPEIMDTKLESYKGIGDSNCALSLLSNPHQPHDNNNNNNNNNNNNNNTWRASSGFGPMTVTMAQPPPAPSQH.... Result: 0 (no interaction). (5) The miRNA is hsa-miR-3681-5p with sequence UAGUGGAUGAUGCACUCUGUGC. The protein sequence of the target gene is MACAAARSPADQDRFICIYPAYLNNKKTIAEGRRIPISKAVENPTATEIQDVCSAVGLNVFLEKNKMYSREWNRDVQYRGRVRVQLKQEDGSLCLVQFPSRKSVMLYAAEMIPKLKTRTQKTGGADQSLQQGEGSKKGKGKKKK. Result: 0 (no interaction). (6) The protein sequence of the target gene is MGASSSSALARLGLPARPWPRWLGVAALGLAAVALGTVAWRRAWPRRRRRLQQVGTVAKLWIYPVKSCKGVPVSEAECTAMGLRSGNLRDRFWLVIKEDGHMVTARQEPRLVLISIIYENNCLIFRAPDMDQLVLPSKQPSSNKLHNCRIFGLDIKGRDCGNEAAKWFTNFLKTEAYRLVQFETNMKGRTSRKLLPTLDQNFQVAYPDYCPLLIMTDASLVDLNTRMEKKMKMENFRPNIVVTGCDAFEEDTWDELLIGSVEVKKVMACPRCILTTVDPDTGVIDRKQPLDTLKSYRLCD.... Result: 0 (no interaction). The miRNA is mmu-miR-3108-5p with sequence GUCUCUAAAGCUAGACGUUCCGG.